From a dataset of Forward reaction prediction with 1.9M reactions from USPTO patents (1976-2016). Predict the product of the given reaction. (1) Given the reactants [OH-].[K+].[Br:3][C:4]1[C:13]2[CH2:12][C@@H:11]([N:14]([CH3:16])[CH3:15])[CH2:10][CH2:9][C:8]=2[C:7]([N:17](S(C2C=CC=CC=2)(=O)=O)[S:18]([C:21]2[CH:26]=[CH:25][CH:24]=[CH:23][CH:22]=2)(=[O:20])=[O:19])=[CH:6][CH:5]=1.Cl.C([O-])(O)=O.[Na+], predict the reaction product. The product is: [Br:3][C:4]1[C:13]2[CH2:12][C@@H:11]([N:14]([CH3:16])[CH3:15])[CH2:10][CH2:9][C:8]=2[C:7]([NH:17][S:18]([C:21]2[CH:22]=[CH:23][CH:24]=[CH:25][CH:26]=2)(=[O:20])=[O:19])=[CH:6][CH:5]=1. (2) Given the reactants [CH3:1][O:2][C:3]1[C:4]([NH2:10])=[N:5][CH:6]=[C:7]([CH3:9])[N:8]=1.[F:11][C:12]1[CH:13]=[C:14]([S:18](Cl)(=[O:20])=[O:19])[CH:15]=[CH:16][CH:17]=1, predict the reaction product. The product is: [CH3:1][O:2][C:3]1[C:4]([NH:10][S:18]([C:14]2[CH:15]=[CH:16][CH:17]=[C:12]([F:11])[CH:13]=2)(=[O:20])=[O:19])=[N:5][CH:6]=[C:7]([CH3:9])[N:8]=1. (3) Given the reactants S(S([O-])=O)([O-])=O.[Na+].[Na+].[Cl:9][C:10]1[C:15]([N+:16]([O-])=O)=[CH:14][N:13]=[C:12]([N:19]2[CH2:24][CH2:23][N:22]([C:25](=[O:30])[C:26]([CH3:29])([CH3:28])[CH3:27])[CH2:21][CH2:20]2)[CH:11]=1.O1CCCC1.N, predict the reaction product. The product is: [NH2:16][C:15]1[C:10]([Cl:9])=[CH:11][C:12]([N:19]2[CH2:24][CH2:23][N:22]([C:25](=[O:30])[C:26]([CH3:27])([CH3:28])[CH3:29])[CH2:21][CH2:20]2)=[N:13][CH:14]=1. (4) Given the reactants [C:1]([O:5][C:6](=[O:9])[CH2:7][OH:8])([CH3:4])([CH3:3])[CH3:2].[H-].[Na+].Br[C:13]1[N:14]=[N:15][C:16]([C:19]2[CH:24]=[CH:23][CH:22]=[CH:21][C:20]=2[F:25])=[CH:17][CH:18]=1, predict the reaction product. The product is: [C:1]([O:5][C:6](=[O:9])[CH2:7][O:8][C:13]1[N:14]=[N:15][C:16]([C:19]2[CH:24]=[CH:23][CH:22]=[CH:21][C:20]=2[F:25])=[CH:17][CH:18]=1)([CH3:4])([CH3:3])[CH3:2]. (5) Given the reactants I[C:2]1[CH:11]=[CH:10][CH:9]=[C:8]2[C:3]=1[CH:4]=[CH:5][C:6](Cl)=[N:7]2.[NH2:13][C:14]1[C:22]2[O:21][C:20]([CH3:24])([CH3:23])[CH2:19][C:18]=2[CH:17]=[CH:16][CH:15]=1.[N:25]1[CH:30]=[CH:29][CH:28]=[C:27]([CH:31]([NH2:33])[CH3:32])[CH:26]=1, predict the reaction product. The product is: [CH3:23][C:20]1([CH3:24])[CH2:19][C:18]2[CH:17]=[CH:16][CH:15]=[C:14]([NH:13][C:6]3[CH:5]=[CH:4][C:3]4[C:2]([NH:33][CH:31]([C:27]5[CH:26]=[N:25][CH:30]=[CH:29][CH:28]=5)[CH3:32])=[CH:11][CH:10]=[CH:9][C:8]=4[N:7]=3)[C:22]=2[O:21]1.